Dataset: Forward reaction prediction with 1.9M reactions from USPTO patents (1976-2016). Task: Predict the product of the given reaction. (1) Given the reactants [CH3:1][CH:2]([CH2:14][CH2:15][CH2:16][CH:17]([CH3:19])[CH3:18])[CH2:3][CH2:4][O:5][C:6]1[CH:11]=[C:10]([CH3:12])[CH:9]=[CH:8][C:7]=1[CH3:13].II.[Br:22]Br.[OH-].[Na+], predict the reaction product. The product is: [CH3:1][CH:2]([CH2:14][CH2:15][CH2:16][CH:17]([CH3:19])[CH3:18])[CH2:3][CH2:4][O:5][C:6]1[CH:11]=[C:10]([CH3:12])[C:9]([Br:22])=[CH:8][C:7]=1[CH3:13]. (2) Given the reactants CS(C1C=CC(N2CCCC2)=C(C=1)C(O)=O)(=O)=O.Cl[C:20]1[CH:28]=[CH:27][C:26]([S:29](=[O:33])(=[O:32])[NH:30][CH3:31])=[CH:25][C:21]=1[C:22]([OH:24])=[O:23].[NH:34]1[CH2:38][CH2:37][CH:36]([CH2:39][OH:40])[CH2:35]1, predict the reaction product. The product is: [OH:40][CH2:39][CH:36]1[CH2:37][CH2:38][N:34]([C:20]2[CH:28]=[CH:27][C:26]([S:29](=[O:33])(=[O:32])[NH:30][CH3:31])=[CH:25][C:21]=2[C:22]([OH:24])=[O:23])[CH2:35]1. (3) Given the reactants [CH:1]([O:14][C:15]1[C:16]2[C:29](=[O:30])[N:28]([CH2:31][C:32]3[CH:37]=[CH:36][C:35]([O:38][CH3:39])=[CH:34][CH:33]=3)[CH2:27][C:17]=2[C:18]([CH2:25]O)=[C:19]2[C:24]=1[N:23]=[CH:22][CH:21]=[CH:20]2)([C:8]1[CH:13]=[CH:12][CH:11]=[CH:10][CH:9]=1)[C:2]1[CH:7]=[CH:6][CH:5]=[CH:4][CH:3]=1.C(Br)(Br)(Br)[Br:41].C1(P(C2C=CC=CC=2)C2C=CC=CC=2)C=CC=CC=1, predict the reaction product. The product is: [CH:1]([O:14][C:15]1[C:16]2[C:29](=[O:30])[N:28]([CH2:31][C:32]3[CH:37]=[CH:36][C:35]([O:38][CH3:39])=[CH:34][CH:33]=3)[CH2:27][C:17]=2[C:18]([CH2:25][Br:41])=[C:19]2[C:24]=1[N:23]=[CH:22][CH:21]=[CH:20]2)([C:8]1[CH:13]=[CH:12][CH:11]=[CH:10][CH:9]=1)[C:2]1[CH:7]=[CH:6][CH:5]=[CH:4][CH:3]=1. (4) Given the reactants [F:1][C:2]1[CH:3]=[C:4]([CH2:9][C:10]([OH:12])=[O:11])[CH:5]=[CH:6][C:7]=1[F:8].C[Si]([N-][Si](C)(C)C)(C)C.[Na+].[Cl:23][CH2:24][CH2:25][CH2:26][CH2:27]I, predict the reaction product. The product is: [Cl:23][CH2:24][CH2:25][CH2:26][CH2:27][CH:9]([C:4]1[CH:5]=[CH:6][C:7]([F:8])=[C:2]([F:1])[CH:3]=1)[C:10]([OH:12])=[O:11]. (5) Given the reactants [CH3:1][N:2]([CH3:15])[C:3]1[CH:4]=[C:5]([NH:11][C:12](=O)[CH3:13])[C:6]([O:9][CH3:10])=[CH:7][CH:8]=1.O.Cl.[OH-].[Na+], predict the reaction product. The product is: [CH2:12]([NH:11][C:5]1[CH:4]=[C:3]([N:2]([CH3:15])[CH3:1])[CH:8]=[CH:7][C:6]=1[O:9][CH3:10])[CH3:13]. (6) Given the reactants [CH2:1]([O:8][C:9]1[CH:14]=[C:13]([O:15][CH2:16][C:17]2[CH:22]=[CH:21][CH:20]=[CH:19][CH:18]=2)[C:12]([CH:23]([CH3:25])[CH3:24])=[CH:11][C:10]=1[C:26]1[O:30][N:29]=[C:28]([C:31]([NH:33][CH2:34][CH3:35])=[O:32])[C:27]=1[C:36](=[N:38][OH:39])[NH2:37])[C:2]1[CH:7]=[CH:6][CH:5]=[CH:4][CH:3]=1.[C:40](=O)([O-])[O-:41].[K+].[K+].ClC(OCC)=O, predict the reaction product. The product is: [CH2:1]([O:8][C:9]1[CH:14]=[C:13]([O:15][CH2:16][C:17]2[CH:22]=[CH:21][CH:20]=[CH:19][CH:18]=2)[C:12]([CH:23]([CH3:25])[CH3:24])=[CH:11][C:10]=1[C:26]1[O:30][N:29]=[C:28]([C:31]([NH:33][CH2:34][CH3:35])=[O:32])[C:27]=1[C:36]1[N:37]=[C:40]([OH:41])[O:39][N:38]=1)[C:2]1[CH:7]=[CH:6][CH:5]=[CH:4][CH:3]=1. (7) The product is: [C:20]1([S:17]([CH2:16][C:9]2[CH:8]=[C:7]([CH:10]3[O:11][CH2:12][CH2:13][O:14]3)[CH:6]=[CH:5][C:4]=2[N+:1]([O-:3])=[O:2])(=[O:19])=[O:18])[C:29]2[C:24](=[CH:25][CH:26]=[CH:27][CH:28]=2)[CH:23]=[CH:22][CH:21]=1. Given the reactants [N+:1]([C:4]1[CH:9]=[CH:8][C:7]([CH:10]2[O:14][CH2:13][CH2:12][O:11]2)=[CH:6][CH:5]=1)([O-:3])=[O:2].Cl[CH2:16][S:17]([C:20]1[C:29]2[C:24](=[CH:25][CH:26]=[CH:27][CH:28]=2)[CH:23]=[CH:22][CH:21]=1)(=[O:19])=[O:18].CC(C)([O-])C.[K+].Cl, predict the reaction product. (8) The product is: [CH3:6][C:7]1[CH:8]=[CH:9][C:10]([C:13]2[N:17]([C:18]3[CH:23]=[CH:22][CH:21]=[CH:20][CH:19]=3)[N:16]=[C:15]([C:24]([F:27])([F:25])[F:26])[CH:14]=2)=[CH:11][C:12]=1[S:2]([Cl:1])(=[O:5])=[O:3]. Given the reactants [Cl:1][S:2]([OH:5])(=O)=[O:3].[CH3:6][C:7]1[CH:12]=[CH:11][C:10]([C:13]2[N:17]([C:18]3[CH:23]=[CH:22][CH:21]=[CH:20][CH:19]=3)[N:16]=[C:15]([C:24]([F:27])([F:26])[F:25])[CH:14]=2)=[CH:9][CH:8]=1, predict the reaction product. (9) Given the reactants [CH3:1][C:2]1[N:3]=[C:4]([C:7]2[CH:8]=[N:9][NH:10][C:11]=2[NH2:12])[S:5][CH:6]=1.[CH2:13]([N:15]1[C:23]2[C:18](=[CH:19][C:20]([C:24](=O)[CH2:25][C:26](OCC)=[O:27])=[CH:21][CH:22]=2)[CH:17]=[N:16]1)[CH3:14].CC1C=CC(S(O)(=O)=O)=CC=1, predict the reaction product. The product is: [CH2:13]([N:15]1[C:23]2[C:18](=[CH:19][C:20]([C:24]3[NH:12][C:11]4[N:10]([N:9]=[CH:8][C:7]=4[C:4]4[S:5][CH:6]=[C:2]([CH3:1])[N:3]=4)[C:26](=[O:27])[CH:25]=3)=[CH:21][CH:22]=2)[CH:17]=[N:16]1)[CH3:14].